From a dataset of Reaction yield outcomes from USPTO patents with 853,638 reactions. Predict the reaction yield, written as a fraction of the theoretical maximum amount of product (1.0 means a 100% yield; for example, 0.34 means a 34% yield). (1) The reactants are [Cl:1][C:2]1[CH:32]=[CH:31][C:5]([CH2:6][N:7]2[C:15]3[C:10](=[CH:11][CH:12]=[CH:13][CH:14]=3)[C:9]([C:16]([C:18]3[NH:19][CH:20]=[C:21]([CH:23]([OH:30])[C:24]4[CH:25]=[N:26][CH:27]=[CH:28][CH:29]=4)[N:22]=3)=[O:17])=[CH:8]2)=[CH:4][CH:3]=1. The product is [Cl:1][C:2]1[CH:3]=[CH:4][C:5]([CH2:6][N:7]2[C:15]3[C:10](=[CH:11][CH:12]=[CH:13][CH:14]=3)[C:9]([C:16]([C:18]3[NH:19][CH:20]=[C:21]([C:23]([C:24]4[CH:25]=[N:26][CH:27]=[CH:28][CH:29]=4)=[O:30])[N:22]=3)=[O:17])=[CH:8]2)=[CH:31][CH:32]=1. The yield is 0.750. The catalyst is C(Cl)Cl.O=[Mn]=O. (2) The reactants are [CH3:1][C:2]1[N:7]=[C:6]2[S:8][C:9]3[CH:15]=[CH:14][CH:13]=[CH:12][CH2:11][C:10]=3[C:5]2=[C:4]([C:16]2[CH:21]=[CH:20][C:19]([CH3:22])=[CH:18][CH:17]=2)[C:3]=1[CH2:23][C:24]([O:26][CH3:27])=[O:25].[Li+].C[Si]([N-][Si](C)(C)C)(C)C.[CH2:38]1[CH2:42]OC[CH2:39]1.ICCC. The catalyst is CN(C=O)C. The product is [CH3:1][C:2]1[N:7]=[C:6]2[S:8][C:9]3[CH:15]=[CH:14][CH:13]=[CH:12][CH2:11][C:10]=3[C:5]2=[C:4]([C:16]2[CH:17]=[CH:18][C:19]([CH3:22])=[CH:20][CH:21]=2)[C:3]=1[CH:23]([CH2:39][CH2:38][CH3:42])[C:24]([O:26][CH3:27])=[O:25]. The yield is 0.790. (3) The reactants are [NH2:1][C:2]1[N:11]=[C:10]([OH:12])[C:9]2[C:4](=[CH:5][CH:6]=[C:7]([C:13]3[CH:18]=[CH:17][C:16]([O:19][CH3:20])=[C:15]([O:21][CH3:22])[CH:14]=3)[CH:8]=2)[N:3]=1.[C:23](OC(=O)C)(=[O:25])[CH3:24]. No catalyst specified. The product is [C:23]([NH:1][C:2]1[N:11]=[C:10]([OH:12])[C:9]2[C:4](=[CH:5][CH:6]=[C:7]([C:13]3[CH:18]=[CH:17][C:16]([O:19][CH3:20])=[C:15]([O:21][CH3:22])[CH:14]=3)[CH:8]=2)[N:3]=1)(=[O:25])[CH3:24]. The yield is 0.900.